From a dataset of Full USPTO retrosynthesis dataset with 1.9M reactions from patents (1976-2016). Predict the reactants needed to synthesize the given product. (1) Given the product [CH:21]([C:7]1[N:8]=[C:9]([C:11]2[CH:12]=[CH:13][C:14]([C:17]([F:18])([F:20])[F:19])=[CH:15][CH:16]=2)[S:10][C:6]=1[C:4](=[O:5])[CH3:25])([CH3:22])[CH3:23], predict the reactants needed to synthesize it. The reactants are: CON(C)[C:4]([C:6]1[S:10][C:9]([C:11]2[CH:16]=[CH:15][C:14]([C:17]([F:20])([F:19])[F:18])=[CH:13][CH:12]=2)=[N:8][C:7]=1[CH:21]([CH3:23])[CH3:22])=[O:5].[CH3:25][Mg]Br. (2) Given the product [CH2:31]([C@@H:35]1[N:40]([C:57]([C:55]2[N:56]=[C:52]([C:46]3[CH:47]=[CH:48][CH:49]=[CH:50][CH:51]=3)[NH:53][CH:54]=2)=[O:58])[CH2:39][C@H:38]([CH2:41][CH:42]([CH3:44])[CH3:43])[NH:37][C:36]1=[O:45])[CH:32]([CH3:34])[CH3:33], predict the reactants needed to synthesize it. The reactants are: C([C@@H]1N(C(=O)C2C=CC(OC3C=CC=CC=3)=CC=2)C[C@H](CC(C)C)NC1=O)C(C)C.[CH2:31]([C@@H:35]1[NH:40][CH2:39][C@H:38]([CH2:41][CH:42]([CH3:44])[CH3:43])[NH:37][C:36]1=[O:45])[CH:32]([CH3:34])[CH3:33].[C:46]1([C:52]2[NH:53][CH:54]=[C:55]([C:57](O)=[O:58])[N:56]=2)[CH:51]=[CH:50][CH:49]=[CH:48][CH:47]=1.